Task: Predict the reactants needed to synthesize the given product.. Dataset: Full USPTO retrosynthesis dataset with 1.9M reactions from patents (1976-2016) (1) Given the product [I:1][C:2]1[C:10]2[C:5](=[CH:6][N:7]=[C:36]([C:35]([OH:32])=[O:37])[CH:9]=2)[N:4]([C:13]([C:26]2[CH:31]=[CH:30][CH:29]=[CH:28][CH:27]=2)([C:20]2[CH:25]=[CH:24][CH:23]=[CH:22][CH:21]=2)[C:14]2[CH:19]=[CH:18][CH:17]=[CH:16][CH:15]=2)[N:3]=1, predict the reactants needed to synthesize it. The reactants are: [I:1][C:2]1[C:10]2[C:5](=[CH:6][N:7]=C(C#N)[CH:9]=2)[N:4]([C:13]([C:26]2[CH:31]=[CH:30][CH:29]=[CH:28][CH:27]=2)([C:20]2[CH:25]=[CH:24][CH:23]=[CH:22][CH:21]=2)[C:14]2[CH:19]=[CH:18][CH:17]=[CH:16][CH:15]=2)[N:3]=1.[OH-:32].[Li+].Cl.[CH2:35]([OH:37])[CH3:36]. (2) Given the product [F:1][C:2]1[C:7]([F:8])=[CH:6][CH:5]=[CH:4][C:3]=1[CH2:9][S:10][C:11]1[N:16]=[C:15]([NH:17][S:18]([N:21]2[CH2:24][CH2:23][CH2:22]2)(=[O:20])=[O:19])[CH:14]=[C:13]([O:25][C@H:26]([CH3:27])[C@H:28]([OH:29])[CH2:32][OH:31])[N:12]=1, predict the reactants needed to synthesize it. The reactants are: [F:1][C:2]1[C:7]([F:8])=[CH:6][CH:5]=[CH:4][C:3]=1[CH2:9][S:10][C:11]1[N:16]=[C:15]([NH:17][S:18]([N:21]2[CH2:24][CH2:23][CH2:22]2)(=[O:20])=[O:19])[CH:14]=[C:13]([O:25][C@@H:26]([C@H:28]2[CH2:32][O:31]C(C)(C)[O:29]2)[CH3:27])[N:12]=1.O.O.O.O.O.O.[Cl-].C(=O)(O)[O-].[Na+]. (3) Given the product [N+:21]([C:3]1[CH:4]=[C:5]([CH:19]=[CH:20][C:2]=1[NH:30][CH2:29][C:26]1[CH:27]=[CH:28][S:24][CH:25]=1)[C:6]([N:8]([CH2:9][C:10]([F:12])([F:13])[F:11])[CH2:14][C:15]([F:17])([F:18])[F:16])=[O:7])([O-:23])=[O:22], predict the reactants needed to synthesize it. The reactants are: F[C:2]1[CH:20]=[CH:19][C:5]([C:6]([N:8]([CH2:14][C:15]([F:18])([F:17])[F:16])[CH2:9][C:10]([F:13])([F:12])[F:11])=[O:7])=[CH:4][C:3]=1[N+:21]([O-:23])=[O:22].[S:24]1[CH:28]=[CH:27][C:26]([CH2:29][NH2:30])=[CH:25]1. (4) Given the product [C:16]([NH:19][C:20]1[CH:21]=[C:22]([C:23]2[O:15][N:14]=[C:2]([C:3]3[CH:12]=[CH:11][C:6]([C:7]([O:9][CH3:10])=[O:8])=[C:5]([F:13])[CH:4]=3)[N:1]=2)[CH:26]=[CH:27][C:28]=1[N:29]1[CH2:34][CH2:33][CH2:32][CH2:31][CH:30]1[CH3:35])(=[O:18])[CH3:17], predict the reactants needed to synthesize it. The reactants are: [NH2:1][C:2](=[N:14][OH:15])[C:3]1[CH:12]=[CH:11][C:6]([C:7]([O:9][CH3:10])=[O:8])=[C:5]([F:13])[CH:4]=1.[C:16]([NH:19][C:20]1[CH:21]=[C:22]([CH:26]=[CH:27][C:28]=1[N:29]1[CH2:34][CH2:33][CH2:32][CH2:31][CH:30]1[CH3:35])[C:23](O)=O)(=[O:18])[CH3:17]. (5) Given the product [O:8]=[C:4]1[CH2:5][CH2:6][CH2:7][CH:3]([C:9]([O:11][CH3:12])=[O:10])[CH2:2]1, predict the reactants needed to synthesize it. The reactants are: Br[CH2:2][C:3]1([C:9]([O:11][CH3:12])=[O:10])[CH2:7][CH2:6][CH2:5][C:4]1=[O:8].C([SnH](CCCC)CCCC)CCC.CC(N=NC(C#N)(C)C)(C#N)C. (6) Given the product [CH3:1][O:2][C:3]1[CH:4]=[C:5]([C:13]2[N:17]=[CH:16][N:15](/[CH:18]=[CH:19]\[C:20]([NH:45][NH2:46])=[O:22])[N:14]=2)[CH:6]=[C:7]([C:9]([F:12])([F:11])[F:10])[CH:8]=1, predict the reactants needed to synthesize it. The reactants are: [CH3:1][O:2][C:3]1[CH:4]=[C:5]([C:13]2[N:17]=[CH:16][N:15](/[CH:18]=[CH:19]\[C:20]([O:22]C(=O)/C=C\N3C=NC(C4C=C(C(F)(F)F)C=C(OC)C=4)=N3)=O)[N:14]=2)[CH:6]=[C:7]([C:9]([F:12])([F:11])[F:10])[CH:8]=1.O.[NH2:45][NH2:46]. (7) Given the product [Br:12][C:10]1[CH:11]=[C:2]([NH:1][CH:14]2[CH2:18][CH2:17][CH2:16][CH2:15]2)[C:3]([Cl:13])=[C:4]([CH:9]=1)[C:5]([O:7][CH3:8])=[O:6], predict the reactants needed to synthesize it. The reactants are: [NH2:1][C:2]1[C:3]([Cl:13])=[C:4]([CH:9]=[C:10]([Br:12])[CH:11]=1)[C:5]([O:7][CH3:8])=[O:6].[C:14]1(=O)[CH2:18][CH2:17][CH2:16][CH2:15]1.C(O)(=O)C.C([BH3-])#N.[Na+].